Task: Predict the product of the given reaction.. Dataset: Forward reaction prediction with 1.9M reactions from USPTO patents (1976-2016) (1) Given the reactants [CH2:1]([P:3]([OH:12])([CH2:5][CH:6]([CH3:11])[C:7]([O:9][CH3:10])=[O:8])=[O:4])[CH3:2].[O-]CCCC.[O-]CCCC.[O-]CCCC.[O-]CCCC.[Ti+4:33], predict the reaction product. The product is: [Ti:33].[CH2:1]([P:3]([OH:12])([CH2:5][CH:6]([CH3:11])[C:7]([O:9][CH3:10])=[O:8])=[O:4])[CH3:2]. (2) Given the reactants [CH3:1][O:2][C:3]1[CH:27]=[CH:26][C:6]([CH2:7][CH2:8][C:9]([CH2:18][CH2:19][C:20]2[CH:25]=[CH:24][CH:23]=[CH:22][CH:21]=2)(C(OC)=O)[C:10]([O:12][CH3:13])=[O:11])=[CH:5][CH:4]=1.O.[Na+].[Cl-], predict the reaction product. The product is: [CH3:1][O:2][C:3]1[CH:4]=[CH:5][C:6]([CH2:7][CH2:8][CH:9]([CH2:18][CH2:19][C:20]2[CH:21]=[CH:22][CH:23]=[CH:24][CH:25]=2)[C:10]([O:12][CH3:13])=[O:11])=[CH:26][CH:27]=1. (3) Given the reactants [F:1][C:2]1[CH:3]=[CH:4][CH:5]=[C:6]2[C:10]=1[NH:9][N:8]=[C:7]2[NH:11][C:12](=[O:19])[C:13]1[CH:18]=[CH:17][CH:16]=[CH:15][CH:14]=1.F[B-](F)(F)F.[O:25]=[N+:26]=[O:27], predict the reaction product. The product is: [F:1][C:2]1[CH:3]=[C:4]([N+:26]([O-:27])=[O:25])[CH:5]=[C:6]2[C:10]=1[NH:9][N:8]=[C:7]2[NH:11][C:12](=[O:19])[C:13]1[CH:14]=[CH:15][CH:16]=[CH:17][CH:18]=1. (4) Given the reactants C([N:3]([CH2:20][CH3:21])[C:4](=[O:19])[C:5]1[CH:10]=[CH:9][CH:8]=[CH:7][C:6]=1[CH2:11][C:12]1[CH:17]=[CH:16][CH:15]=[CH:14][C:13]=1[CH3:18])C.C(C1[CH2:29][CH2:28][N:27]([CH3:30])[CH2:26][CH2:25]1)#N, predict the reaction product. The product is: [CH3:18][C:13]1[CH:14]=[CH:15][CH:16]=[CH:17][C:12]=1[C:11]1[C:6]2[C:5](=[CH:10][CH:9]=[CH:8][CH:7]=2)[C:4](=[O:19])[NH:3][C:20]=1[CH:21]1[CH2:29][CH2:28][N:27]([CH3:30])[CH2:26][CH2:25]1.